This data is from Full USPTO retrosynthesis dataset with 1.9M reactions from patents (1976-2016). The task is: Predict the reactants needed to synthesize the given product. (1) Given the product [Cl:37][C:38]1[CH:43]=[C:42]([NH:44][CH2:45][C@@H:46]2[O:51][CH2:50][CH2:49][N:48]([C:52]([O:54][C:55]([CH3:58])([CH3:57])[CH3:56])=[O:53])[CH2:47]2)[C:41]([C:71]2[CH:72]=[CH:73][C:68]([O:67][CH3:66])=[CH:69][CH:70]=2)=[CH:40][N:39]=1, predict the reactants needed to synthesize it. The reactants are: [H-].[Na+].ClC1C=C(N)C(I)=CN=1.S(OC[C@H]1OCCN(C(OC(C)(C)C)=O)C1)(C1C=CC(C)=CC=1)(=O)=O.[Cl:37][C:38]1[CH:43]=[C:42]([NH:44][CH2:45][C@H:46]2[O:51][CH2:50][CH2:49][N:48]([C:52]([O:54][C:55]([CH3:58])([CH3:57])[CH3:56])=[O:53])[CH2:47]2)[C:41](I)=[CH:40][N:39]=1.C(=O)([O-])[O-].[Na+].[Na+].[CH3:66][O:67][C:68]1[CH:73]=[CH:72][C:71](B(O)O)=[CH:70][CH:69]=1. (2) Given the product [OH:30][CH2:29][C:28]([CH3:33])([CH3:34])[O:27][C:26]1[CH:35]=[CH:36][C:23]([N:20]2[C:21](=[O:22])[C:16]([CH2:15][C:12]3[CH:13]=[CH:14][C:9]([C:4]4[C:3]([C:1]#[N:2])=[CH:8][CH:7]=[CH:6][CH:5]=4)=[CH:10][CH:11]=3)=[C:17]([CH2:38][CH2:39][CH3:40])[N:18]=[C:19]2[CH3:37])=[CH:24][CH:25]=1, predict the reactants needed to synthesize it. The reactants are: [C:1]([C:3]1[CH:8]=[CH:7][CH:6]=[CH:5][C:4]=1[C:9]1[CH:14]=[CH:13][C:12]([CH2:15][C:16]2[C:21](=[O:22])[N:20]([C:23]3[CH:36]=[CH:35][C:26]([O:27][C:28]([CH3:34])([CH3:33])[C:29](OC)=[O:30])=[CH:25][CH:24]=3)[C:19]([CH3:37])=[N:18][C:17]=2[CH2:38][CH2:39][CH3:40])=[CH:11][CH:10]=1)#[N:2].C(OCC)(=O)C.O. (3) Given the product [NH2:7][C:8]1[N:12]([CH:13]2[CH2:18][CH2:17][CH2:16][N:15]([C:38]#[N:37])[CH2:14]2)[N:11]=[C:10]([C:19]2[CH:24]=[CH:23][C:22]([O:25][C:26]3[CH:31]=[CH:30][C:29]([F:32])=[CH:28][C:27]=3[F:33])=[CH:21][CH:20]=2)[C:9]=1[C:34]([NH2:36])=[O:35], predict the reactants needed to synthesize it. The reactants are: C(=O)([O-])[O-].[K+].[K+].[NH2:7][C:8]1[N:12]([CH:13]2[CH2:18][CH2:17][CH2:16][NH:15][CH2:14]2)[N:11]=[C:10]([C:19]2[CH:24]=[CH:23][C:22]([O:25][C:26]3[CH:31]=[CH:30][C:29]([F:32])=[CH:28][C:27]=3[F:33])=[CH:21][CH:20]=2)[C:9]=1[C:34]([NH2:36])=[O:35].[N:37]#[C:38]Br.O.